Dataset: Forward reaction prediction with 1.9M reactions from USPTO patents (1976-2016). Task: Predict the product of the given reaction. Given the reactants [N:1]1([C:8]2[N:16]3[C@@H:17]([C:20]4[CH:25]=[CH:24][CH:23]=[CH:22][N:21]=4)[CH2:18][O:19][C:14]4=[C:15]3[C:10](=[CH:11][CH:12]=[C:13]4[C:26]3[C:27]([CH3:32])=[N:28][O:29][C:30]=3[CH3:31])[N:9]=2)[CH2:7][CH2:6][CH2:5][NH:4][CH2:3][CH2:2]1.C(N(CC)CC)C.[C:40](Cl)(=[O:42])[CH3:41], predict the reaction product. The product is: [C:40]([N:4]1[CH2:5][CH2:6][CH2:7][N:1]([C:8]2[N:16]3[C@@H:17]([C:20]4[CH:25]=[CH:24][CH:23]=[CH:22][N:21]=4)[CH2:18][O:19][C:14]4=[C:15]3[C:10](=[CH:11][CH:12]=[C:13]4[C:26]3[C:27]([CH3:32])=[N:28][O:29][C:30]=3[CH3:31])[N:9]=2)[CH2:2][CH2:3]1)(=[O:42])[CH3:41].